Task: Predict the reaction yield, written as a fraction of the theoretical maximum amount of product (1.0 means a 100% yield; for example, 0.34 means a 34% yield).. Dataset: Reaction yield outcomes from USPTO patents with 853,638 reactions The reactants are Br.[NH2:2][C:3]1[CH:11]=[CH:10][CH:9]=[C:8]2[C:4]=1[CH:5]([CH3:14])[CH2:6][C:7]2([CH3:13])[CH3:12].[OH-].[Na+].C1(C)C=CC=CC=1. The catalyst is O. The product is [NH2:2][C:3]1[CH:11]=[CH:10][CH:9]=[C:8]2[C:4]=1[CH:5]([CH3:14])[CH2:6][C:7]2([CH3:13])[CH3:12]. The yield is 0.900.